Dataset: Reaction yield outcomes from USPTO patents with 853,638 reactions. Task: Predict the reaction yield, written as a fraction of the theoretical maximum amount of product (1.0 means a 100% yield; for example, 0.34 means a 34% yield). (1) The product is [C:26](=[O:89])([O:86][CH2:87][O:2][P:1]([O:3][CH2:4][C:5]1[CH:10]=[CH:9][CH:8]=[CH:7][CH:6]=1)([O:11][CH2:12][C:13]1[CH:18]=[CH:17][CH:16]=[CH:15][CH:14]=1)=[O:19])[O:27][C@H:28]([C@@H:57]([NH:65][C:66](=[O:85])[C@@H:67]([N:72]1[CH2:76][CH2:75][N:74]([CH2:77][C:78]2[CH:79]=[CH:80][CH:81]=[CH:82][CH:83]=2)[C:73]1=[O:84])[C:68]([CH3:69])([CH3:70])[CH3:71])[CH2:58][C:59]1[CH:64]=[CH:63][CH:62]=[CH:61][CH:60]=1)[CH2:29][C@@H:30]([NH:44][C:45](=[O:56])[C@H:46]([C:52]([CH3:53])([CH3:54])[CH3:55])[NH:47][C:48]([O:50][CH3:51])=[O:49])[CH2:31][C:32]1[CH:33]=[CH:34][C:35]([C:38]2[CH:43]=[CH:42][CH:41]=[CH:40][N:39]=2)=[CH:36][CH:37]=1. The reactants are [P:1]([O-:19])([O:11][CH2:12][C:13]1[CH:18]=[CH:17][CH:16]=[CH:15][CH:14]=1)([O:3][CH2:4][C:5]1[CH:10]=[CH:9][CH:8]=[CH:7][CH:6]=1)=[O:2].[OH-].C[N+](C)(C)C.[C:26](=[O:89])([O:86][CH2:87]Cl)[O:27][C@H:28]([C@@H:57]([NH:65][C:66](=[O:85])[C@@H:67]([N:72]1[CH2:76][CH2:75][N:74]([CH2:77][C:78]2[CH:83]=[CH:82][CH:81]=[CH:80][CH:79]=2)[C:73]1=[O:84])[C:68]([CH3:71])([CH3:70])[CH3:69])[CH2:58][C:59]1[CH:64]=[CH:63][CH:62]=[CH:61][CH:60]=1)[CH2:29][C@@H:30]([NH:44][C:45](=[O:56])[C@H:46]([C:52]([CH3:55])([CH3:54])[CH3:53])[NH:47][C:48]([O:50][CH3:51])=[O:49])[CH2:31][C:32]1[CH:37]=[CH:36][C:35]([C:38]2[CH:43]=[CH:42][CH:41]=[CH:40][N:39]=2)=[CH:34][CH:33]=1. The catalyst is CO.CN(C)C=O.C(OCC)(=O)C. The yield is 0.370. (2) The reactants are [Br:1][C:2]1[CH:8]=[CH:7][C:5]([NH2:6])=[CH:4][C:3]=1[O:9][CH3:10].[O:11](C(OC(C)(C)C)=O)[C:12]([O:14][C:15]([CH3:18])([CH3:17])[CH3:16])=O.C(N(CC)CC)C. The product is [Br:1][C:2]1[CH:8]=[CH:7][C:5]([NH:6][C:12](=[O:11])[O:14][C:15]([CH3:18])([CH3:17])[CH3:16])=[CH:4][C:3]=1[O:9][CH3:10]. The yield is 0.780. The catalyst is C1COCC1. (3) The reactants are [Br:1][C:2]1[CH:11]=[C:10]2[C:5]([NH:6][C@@H:7]([CH3:22])[CH2:8][N:9]2[S:12]([C:15]2[CH:21]=[CH:20][C:18]([CH3:19])=[CH:17][CH:16]=2)(=[O:14])=[O:13])=[CH:4][CH:3]=1.N1C=CC=CC=1.[C:29](Cl)(=[O:31])[CH3:30]. The catalyst is ClCCl. The product is [Br:1][C:2]1[CH:11]=[C:10]2[C:5](=[CH:4][CH:3]=1)[N:6]([C:29](=[O:31])[CH3:30])[C@@H:7]([CH3:22])[CH2:8][N:9]2[S:12]([C:15]1[CH:21]=[CH:20][C:18]([CH3:19])=[CH:17][CH:16]=1)(=[O:13])=[O:14]. The yield is 1.08. (4) The reactants are Cl[C:2]1[C:7]([C:8]#[N:9])=[CH:6][CH:5]=[CH:4][N:3]=1.[CH3:10][O:11][C:12]1[CH:17]=[CH:16][CH:15]=[CH:14][C:13]=1B(O)O.C(O)(C)C.C(=O)([O-])[O-].[Na+].[Na+]. The catalyst is Cl[Pd](Cl)([P](C1C=CC=CC=1)(C1C=CC=CC=1)C1C=CC=CC=1)[P](C1C=CC=CC=1)(C1C=CC=CC=1)C1C=CC=CC=1.C(OCC)(=O)C. The product is [CH3:10][O:11][C:12]1[CH:17]=[CH:16][CH:15]=[CH:14][C:13]=1[C:2]1[N:3]=[CH:4][CH:5]=[CH:6][C:7]=1[C:8]#[N:9]. The yield is 0.660. (5) The reactants are [Br:1][C:2]1[CH:3]=[CH:4][C:5]([NH2:8])=[N:6][CH:7]=1.[I:9]([O-])(=O)=O.[K+].[I-].[K+]. The catalyst is S(=O)(=O)(O)O.O. The product is [Br:1][C:2]1[CH:3]=[C:4]([I:9])[C:5]([NH2:8])=[N:6][CH:7]=1. The yield is 0.900. (6) The reactants are Br[C:2]1[CH:3]=[CH:4][C:5]2[N:6]([C:15]3[CH:20]=[CH:19][CH:18]=[CH:17][CH:16]=3)[C:7]3[C:12]([C:13]=2[CH:14]=1)=[CH:11][CH:10]=[CH:9][CH:8]=3.C([Li])CCC.[B:26](OC)([O:29]C)[O:27]C.Cl. The catalyst is O1CCCC1. The product is [C:7]1([N:6]2[C:5]3[CH:13]=[CH:14][C:2]([B:26]([OH:29])[OH:27])=[CH:3][C:4]=3[C:20]3[C:15]2=[CH:16][CH:17]=[CH:18][CH:19]=3)[CH:12]=[CH:11][CH:10]=[CH:9][CH:8]=1. The yield is 0.800. (7) The reactants are C([O:5][C:6](=O)[C@H:7]([O:10][C:11]1[CH:34]=[CH:33][C:14]2[C:15]3[N:19]([CH2:20][CH2:21][O:22][C:13]=2[CH:12]=1)[CH:18]=[C:17]([C:23]1[N:24]([CH2:28][C:29]([F:32])([F:31])[F:30])[N:25]=[CH:26][N:27]=1)[N:16]=3)[CH2:8][CH3:9])(C)(C)C.C(O)(C(F)(F)F)=O.C[N:44](C(ON1N=NC2C=CC=NC1=2)=[N+](C)C)C.F[P-](F)(F)(F)(F)F.[Cl-].[NH4+].C(N(CC)CC)C. The yield is 0.480. The catalyst is C(Cl)Cl. The product is [F:30][C:29]([F:32])([F:31])[CH2:28][N:24]1[C:23]([C:17]2[N:16]=[C:15]3[C:14]4[CH:33]=[CH:34][C:11]([O:10][C@H:7]([CH2:8][CH3:9])[C:6]([NH2:44])=[O:5])=[CH:12][C:13]=4[O:22][CH2:21][CH2:20][N:19]3[CH:18]=2)=[N:27][CH:26]=[N:25]1. (8) The reactants are [CH:1]([C:3]1[C:12]2[C:7](=[CH:8][CH:9]=[CH:10][CH:11]=2)[C:6]([O:13][CH2:14][CH2:15][CH2:16][CH2:17][CH2:18][CH:19]([C:23]([OH:25])=[O:24])[C:20]([OH:22])=[O:21])=[CH:5][CH:4]=1)=O.[S:26]1[CH2:30][C:29](=[O:31])[NH:28][C:27]1=[O:32].N1CCCCC1. The catalyst is C(O)(=O)C. The product is [S:26]1[C:30](=[CH:1][C:3]2[C:12]3[C:7](=[CH:8][CH:9]=[CH:10][CH:11]=3)[C:6]([O:13][CH2:14][CH2:15][CH2:16][CH2:17][CH2:18][CH:19]([C:20]([OH:22])=[O:21])[C:23]([OH:25])=[O:24])=[CH:5][CH:4]=2)[C:29](=[O:31])[NH:28][C:27]1=[O:32]. The yield is 0.430. (9) The reactants are [CH3:1][O:2][C:3]([C:5]1[CH:13]=[C:12]2[C:8]([C:9]([CH:16]=[O:17])=[CH:10][N:11]2[CH2:14][CH3:15])=[CH:7][CH:6]=1)=[O:4].[O-:18][Mn](=O)(=O)=O.[K+]. The catalyst is CC(C)=O.O. The product is [CH3:1][O:2][C:3]([C:5]1[CH:13]=[C:12]2[C:8]([C:9]([C:16]([OH:18])=[O:17])=[CH:10][N:11]2[CH2:14][CH3:15])=[CH:7][CH:6]=1)=[O:4]. The yield is 0.790. (10) The reactants are [O:1]=[C:2]1[NH:6][N:5]=[C:4]([CH2:7][C@@H:8]2[CH2:12][CH2:11][N:10](C(OC(C)(C)C)=O)[CH2:9]2)[N:3]1[C:20]1[CH:25]=[CH:24][C:23]([C:26]2[CH:35]=[C:34]3[C:29]([CH:30]=[CH:31][CH:32]=[N:33]3)=[CH:28][CH:27]=2)=[CH:22][CH:21]=1.[ClH:36]. The catalyst is O1CCOCC1. The product is [ClH:36].[NH:10]1[CH2:11][CH2:12][C@@H:8]([CH2:7][C:4]2[N:3]([C:20]3[CH:21]=[CH:22][C:23]([C:26]4[CH:35]=[C:34]5[C:29]([CH:30]=[CH:31][CH:32]=[N:33]5)=[CH:28][CH:27]=4)=[CH:24][CH:25]=3)[C:2](=[O:1])[NH:6][N:5]=2)[CH2:9]1. The yield is 0.960.